Regression. Given a peptide amino acid sequence and an MHC pseudo amino acid sequence, predict their binding affinity value. This is MHC class I binding data. From a dataset of Peptide-MHC class I binding affinity with 185,985 pairs from IEDB/IMGT. (1) The peptide sequence is DICSKHMDA. The MHC is HLA-A68:02 with pseudo-sequence HLA-A68:02. The binding affinity (normalized) is 0.00611. (2) The peptide sequence is PVSIINNAVY. The MHC is HLA-A30:02 with pseudo-sequence HLA-A30:02. The binding affinity (normalized) is 0.409. (3) The peptide sequence is AIIDNYNKF. The MHC is HLA-A23:01 with pseudo-sequence HLA-A23:01. The binding affinity (normalized) is 0.508. (4) The peptide sequence is VAEHRFENMK. The MHC is HLA-A31:01 with pseudo-sequence HLA-A31:01. The binding affinity (normalized) is 0.0338. (5) The peptide sequence is LSLPRIALV. The MHC is HLA-A02:01 with pseudo-sequence HLA-A02:01. The binding affinity (normalized) is 0.406. (6) The peptide sequence is YMDDVVLGA. The MHC is HLA-A03:01 with pseudo-sequence HLA-A03:01. The binding affinity (normalized) is 0. (7) The peptide sequence is KLRDSYTQV. The MHC is HLA-A02:03 with pseudo-sequence HLA-A02:03. The binding affinity (normalized) is 0.743. (8) The binding affinity (normalized) is 0.882. The peptide sequence is DVSLIIEYK. The MHC is HLA-A68:01 with pseudo-sequence HLA-A68:01. (9) The MHC is HLA-B15:01 with pseudo-sequence HLA-B15:01. The peptide sequence is IISVISLVI. The binding affinity (normalized) is 0.401.